Dataset: Peptide-MHC class II binding affinity with 134,281 pairs from IEDB. Task: Regression. Given a peptide amino acid sequence and an MHC pseudo amino acid sequence, predict their binding affinity value. This is MHC class II binding data. (1) The peptide sequence is ALEDDLLNRNNSFKP. The MHC is HLA-DPA10103-DPB10401 with pseudo-sequence HLA-DPA10103-DPB10401. The binding affinity (normalized) is 0.313. (2) The peptide sequence is QYIKANAKFIGITE. The MHC is HLA-DQA10501-DQB10201 with pseudo-sequence HLA-DQA10501-DQB10201. The binding affinity (normalized) is 0.200. (3) The peptide sequence is SQDLGLSWNLNGLQAY. The MHC is DRB1_1302 with pseudo-sequence DRB1_1302. The binding affinity (normalized) is 0.699. (4) The peptide sequence is IWYINCYGCETHALL. The MHC is H-2-IAq with pseudo-sequence H-2-IAq. The binding affinity (normalized) is 0. (5) The peptide sequence is SEELRSLYNTVATLYCVHQ. The MHC is HLA-DQA10301-DQB10302 with pseudo-sequence HLA-DQA10301-DQB10302. The binding affinity (normalized) is 0.